Dataset: Catalyst prediction with 721,799 reactions and 888 catalyst types from USPTO. Task: Predict which catalyst facilitates the given reaction. Reactant: [NH2:1][CH2:2][CH2:3][CH2:4][CH2:5][CH:6]([N:13]([S:18]([C:21]1[CH:26]=[CH:25][C:24]([NH2:27])=[CH:23][CH:22]=1)(=[O:20])=[O:19])[CH2:14][CH:15]([CH3:17])[CH3:16])[CH2:7][O:8][P:9](=[O:12])([OH:11])[OH:10].[OH-].[Na+].C(=O)(O)[O-].[Na+].O=C1CCC(=O)N1[O:42][C:43](=O)[CH:44]([NH:58][C:59]([O:61][CH3:62])=[O:60])[CH:45]([C:52]1[CH:57]=[CH:56][CH:55]=[CH:54][CH:53]=1)[C:46]1[CH:51]=[CH:50][CH:49]=[CH:48][CH:47]=1. Product: [CH3:62][O:61][C:59](=[O:60])[NH:58][CH:44]([C:43](=[O:42])[NH:1][CH2:2][CH2:3][CH2:4][CH2:5][CH:6]([N:13]([S:18]([C:21]1[CH:26]=[CH:25][C:24]([NH2:27])=[CH:23][CH:22]=1)(=[O:20])=[O:19])[CH2:14][CH:15]([CH3:16])[CH3:17])[CH2:7][O:8][P:9]([OH:10])([OH:11])=[O:12])[CH:45]([C:52]1[CH:57]=[CH:56][CH:55]=[CH:54][CH:53]=1)[C:46]1[CH:51]=[CH:50][CH:49]=[CH:48][CH:47]=1. The catalyst class is: 21.